Dataset: Peptide-MHC class I binding affinity with 185,985 pairs from IEDB/IMGT. Task: Regression. Given a peptide amino acid sequence and an MHC pseudo amino acid sequence, predict their binding affinity value. This is MHC class I binding data. The peptide sequence is LVRGNSPVF. The MHC is HLA-A31:01 with pseudo-sequence HLA-A31:01. The binding affinity (normalized) is 0.0847.